From a dataset of NCI-60 drug combinations with 297,098 pairs across 59 cell lines. Regression. Given two drug SMILES strings and cell line genomic features, predict the synergy score measuring deviation from expected non-interaction effect. (1) Drug 1: C1=CN(C=N1)CC(O)(P(=O)(O)O)P(=O)(O)O. Drug 2: CN(CCCl)CCCl.Cl. Cell line: RPMI-8226. Synergy scores: CSS=23.1, Synergy_ZIP=14.0, Synergy_Bliss=17.2, Synergy_Loewe=-16.9, Synergy_HSA=-0.547. (2) Drug 1: C1=C(C(=O)NC(=O)N1)F. Drug 2: CC1C(C(CC(O1)OC2CC(OC(C2O)C)OC3=CC4=CC5=C(C(=O)C(C(C5)C(C(=O)C(C(C)O)O)OC)OC6CC(C(C(O6)C)O)OC7CC(C(C(O7)C)O)OC8CC(C(C(O8)C)O)(C)O)C(=C4C(=C3C)O)O)O)O. Cell line: HCC-2998. Synergy scores: CSS=21.8, Synergy_ZIP=-5.34, Synergy_Bliss=-10.8, Synergy_Loewe=-10.8, Synergy_HSA=-10.7. (3) Drug 1: CNC(=O)C1=NC=CC(=C1)OC2=CC=C(C=C2)NC(=O)NC3=CC(=C(C=C3)Cl)C(F)(F)F. Drug 2: C1CCC(C(C1)N)N.C(=O)(C(=O)[O-])[O-].[Pt+4]. Cell line: SF-295. Synergy scores: CSS=24.7, Synergy_ZIP=-8.35, Synergy_Bliss=-0.267, Synergy_Loewe=-6.08, Synergy_HSA=3.37.